From a dataset of Reaction yield outcomes from USPTO patents with 853,638 reactions. Predict the reaction yield, written as a fraction of the theoretical maximum amount of product (1.0 means a 100% yield; for example, 0.34 means a 34% yield). (1) The reactants are [F:1][C:2]1[CH:3]=[CH:4][C:5]2[C:6]3[CH:15]=[CH:14][NH:13][C:7]=3[C:8](=[O:12])[NH:9][C:10]=2[CH:11]=1.C([C:18]([O-:20])=[O:19])C.C(O)(=O)C.[Cl:25][S:26](O)(=[O:28])=[O:27]. No catalyst specified. The product is [Cl:25][S:26]([C:3]1[C:2]([F:1])=[CH:11][C:10]2[NH:9][C:8](=[O:12])[C:7]3[NH:13][CH:14]=[C:15]([C:18]([OH:20])=[O:19])[C:6]=3[C:5]=2[CH:4]=1)(=[O:28])=[O:27]. The yield is 0.930. (2) The reactants are [NH:1]1[CH:5]=[C:4]([C:6]2[CH:11]=[CH:10][N:9]=[C:8]3[N:12]([CH2:15][O:16][CH2:17][CH2:18][Si:19]([CH3:22])([CH3:21])[CH3:20])[CH:13]=[CH:14][C:7]=23)[CH:3]=[N:2]1.[C:23]([C:25]1[CH:26]=[C:27](B(O)O)[CH:28]=[CH:29][CH:30]=1)#[N:24].CN(C=O)C.N1C=CC=CC=1. The catalyst is C(OCC)(=O)C.C([O-])(=O)C.C([O-])(=O)C.[Cu+2]. The product is [CH3:20][Si:19]([CH3:22])([CH3:21])[CH2:18][CH2:17][O:16][CH2:15][N:12]1[C:8]2=[N:9][CH:10]=[CH:11][C:6]([C:4]3[CH:5]=[N:1][N:2]([C:29]4[CH:30]=[C:25]([CH:26]=[CH:27][CH:28]=4)[C:23]#[N:24])[CH:3]=3)=[C:7]2[CH:14]=[CH:13]1. The yield is 0.920. (3) The reactants are [CH3:1][O:2][C:3]1[CH:4]=[C:5]2[C:10](=[CH:11][C:12]=1[O:13][CH2:14][CH2:15][O:16][CH3:17])[N:9]=[CH:8][N:7]=[C:6]2[O:18][C:19]1[CH:20]=[C:21]([CH:23]=[CH:24][CH:25]=1)[NH2:22].[CH:26]([C:29]1[CH:33]=[C:32]([NH:34][C:35](=O)[O:36]C2C=CC=CC=2)[O:31][N:30]=1)([CH3:28])[CH3:27]. No catalyst specified. The product is [CH:26]([C:29]1[CH:33]=[C:32]([NH:34][C:35]([NH:22][C:21]2[CH:23]=[CH:24][CH:25]=[C:19]([O:18][C:6]3[C:5]4[C:10](=[CH:11][C:12]([O:13][CH2:14][CH2:15][O:16][CH3:17])=[C:3]([O:2][CH3:1])[CH:4]=4)[N:9]=[CH:8][N:7]=3)[CH:20]=2)=[O:36])[O:31][N:30]=1)([CH3:28])[CH3:27]. The yield is 0.540. (4) The reactants are [OH:1][C:2]1[CH:7]=[CH:6][CH:5]=[CH:4][C:3]=1[C:8](=[O:10])[CH3:9].COC(=O)OC.Cl[S:18]([OH:21])(=[O:20])=[O:19]. The catalyst is C1CCCCC1. The product is [C:8]([C:3]1[CH:4]=[C:5]([S:18]([OH:21])(=[O:20])=[O:19])[CH:6]=[CH:7][C:2]=1[OH:1])(=[O:10])[CH3:9]. The yield is 0.520.